From a dataset of Forward reaction prediction with 1.9M reactions from USPTO patents (1976-2016). Predict the product of the given reaction. (1) The product is: [C:1]([C:3]1[CH:4]=[C:5]([CH:20]=[CH:21][CH:22]=1)[CH2:6][N:7]1[CH2:12][CH2:11][N:10]([C:13]2[CH:18]=[CH:17][C:16]([NH:19][C:40]([C:28]3[C:29]([C:30]4[CH:35]=[CH:34][C:33]([C:36]([F:37])([F:39])[F:38])=[CH:32][CH:31]=4)=[C:24]([CH3:23])[CH:25]=[CH:26][CH:27]=3)=[O:41])=[CH:15][CH:14]=2)[CH2:9][CH2:8]1)#[N:2]. Given the reactants [C:1]([C:3]1[CH:4]=[C:5]([CH:20]=[CH:21][CH:22]=1)[CH2:6][N:7]1[CH2:12][CH2:11][N:10]([C:13]2[CH:18]=[CH:17][C:16]([NH2:19])=[CH:15][CH:14]=2)[CH2:9][CH2:8]1)#[N:2].[CH3:23][C:24]1[CH:25]=[CH:26][CH:27]=[C:28]([C:40](O)=[O:41])[C:29]=1[C:30]1[CH:35]=[CH:34][C:33]([C:36]([F:39])([F:38])[F:37])=[CH:32][CH:31]=1.C1C=CC2N(O)N=NC=2C=1.CCN=C=NCCCN(C)C.Cl, predict the reaction product. (2) Given the reactants [N+:1]([C:4]1[CH:9]=[CH:8][C:7]([N:10]2[CH2:15][CH2:14][CH:13]([NH:16][C:17](=[O:19])[CH3:18])[CH2:12][CH2:11]2)=[CH:6][CH:5]=1)([O-:3])=[O:2].[H-].[Na+].I[CH3:23].[NH4+].[Cl-], predict the reaction product. The product is: [CH3:23][N:16]([CH:13]1[CH2:12][CH2:11][N:10]([C:7]2[CH:6]=[CH:5][C:4]([N+:1]([O-:3])=[O:2])=[CH:9][CH:8]=2)[CH2:15][CH2:14]1)[C:17](=[O:19])[CH3:18]. (3) Given the reactants [Cl:1][C:2]1[N:7]=[C:6]2[CH2:8][C:9](=[O:11])[NH:10][C:5]2=[CH:4][CH:3]=1.[Cl:12][C:13]1[C:14]([F:21])=[C:15]([CH:18]=[CH:19][CH:20]=1)[CH:16]=O.N1CCCCC1, predict the reaction product. The product is: [Cl:1][C:2]1[N:7]=[C:6]2/[C:8](=[CH:16]/[C:15]3[CH:18]=[CH:19][CH:20]=[C:13]([Cl:12])[C:14]=3[F:21])/[C:9](=[O:11])[NH:10][C:5]2=[CH:4][CH:3]=1.